This data is from Retrosynthesis with 50K atom-mapped reactions and 10 reaction types from USPTO. The task is: Predict the reactants needed to synthesize the given product. Given the product Nc1ccc2nsnc2c1, predict the reactants needed to synthesize it. The reactants are: O=[N+]([O-])c1ccc2nsnc2c1.